This data is from Catalyst prediction with 721,799 reactions and 888 catalyst types from USPTO. The task is: Predict which catalyst facilitates the given reaction. (1) Reactant: [C:1]1([CH3:16])[CH:6]=[CH:5][CH:4]=[C:3]([C:7]2[CH:8]=[C:9]3[C:13](=[CH:14][CH:15]=2)[NH:12][CH:11]=[CH:10]3)[CH:2]=1.[H-].[Na+].Br[C:20]1[CH:21]=[C:22]2[C:26](=CC=1)N(CCCCCCCC)C=[C:23]2CC(O)=O. Product: [CH3:23][C:22]([CH3:26])=[CH:21][CH2:20][N:12]1[C:13]2[C:9](=[CH:8][C:7]([C:3]3[CH:2]=[C:1]([CH3:16])[CH:6]=[CH:5][CH:4]=3)=[CH:15][CH:14]=2)[CH:10]=[CH:11]1. The catalyst class is: 6. (2) Reactant: [CH2:1]([O:8][C:9]1[CH:10]=[CH:11][C:12]([C@@H:20]([O:48][Si:49]([C:52]([CH3:55])([CH3:54])[CH3:53])([CH3:51])[CH3:50])[CH2:21][NH:22][CH2:23][CH2:24][CH2:25][CH2:26][C:27]([NH:29][C:30]2[CH:31]=[C:32]([C:36]([OH:47])([C:41]3[CH:46]=[CH:45][CH:44]=[CH:43][CH:42]=3)[C:37]([O:39][CH3:40])=[O:38])[CH:33]=[CH:34][CH:35]=2)=[O:28])=[C:13]2[C:18]=1[NH:17][C:16](=[O:19])[CH:15]=[CH:14]2)[C:2]1[CH:7]=[CH:6][CH:5]=[CH:4][CH:3]=1.[C:56](O[C:56]([O:58][C:59]([CH3:62])([CH3:61])[CH3:60])=[O:57])([O:58][C:59]([CH3:62])([CH3:61])[CH3:60])=[O:57].C([O-])(O)=O.[Na+]. Product: [CH2:1]([O:8][C:9]1[CH:10]=[CH:11][C:12]([C@@H:20]([O:48][Si:49]([C:52]([CH3:55])([CH3:54])[CH3:53])([CH3:51])[CH3:50])[CH2:21][N:22]([C:56]([O:58][C:59]([CH3:62])([CH3:61])[CH3:60])=[O:57])[CH2:23][CH2:24][CH2:25][CH2:26][C:27]([NH:29][C:30]2[CH:31]=[C:32]([C:36]([OH:47])([C:41]3[CH:46]=[CH:45][CH:44]=[CH:43][CH:42]=3)[C:37]([O:39][CH3:40])=[O:38])[CH:33]=[CH:34][CH:35]=2)=[O:28])=[C:13]2[C:18]=1[NH:17][C:16](=[O:19])[CH:15]=[CH:14]2)[C:2]1[CH:7]=[CH:6][CH:5]=[CH:4][CH:3]=1. The catalyst class is: 1.